From a dataset of Catalyst prediction with 721,799 reactions and 888 catalyst types from USPTO. Predict which catalyst facilitates the given reaction. (1) Reactant: [CH3:1][CH2:2][O:3][C:4]1[N:12]([CH2:13][C:14]2[CH:15]=[CH:16][C:17]([C:20]3[CH:21]=[CH:22][CH:23]=[CH:24][C:25]=3[C:26]3[N:27]=[C:28]([OH:31])[O:29][N:30]=3)=[CH:18][CH:19]=2)[C:11]2[C:10]([C:32]([OH:34])=[O:33])=[CH:9][CH:8]=[CH:7][C:6]=2[N:5]=1.[OH:35][CH2:36][CH2:37][N+:38]([CH3:41])([CH3:40])[CH3:39]. Product: [CH3:1][CH2:2][O:3][C:4]1[N:12]([CH2:13][C:14]2[CH:19]=[CH:18][C:17]([C:20]3[CH:21]=[CH:22][CH:23]=[CH:24][C:25]=3[C:26]3[N:27]=[C:28]([OH:31])[O:29][N:30]=3)=[CH:16][CH:15]=2)[C:11]2[C:10]([C:32]([OH:34])=[O:33])=[CH:9][CH:8]=[CH:7][C:6]=2[N:5]=1.[OH:35][CH2:36][CH2:37][N+:38]([CH3:41])([CH3:40])[CH3:39]. The catalyst class is: 8. (2) Reactant: [Cl:1][C:2]1[CH:7]=[CH:6][C:5]([CH:8]2[C:17]([CH3:19])([CH3:18])[CH2:16][C:15]3[C:10](=[CH:11][CH:12]=[C:13]([C:20]([O:22]C)=[O:21])[CH:14]=3)[NH:9]2)=[CH:4][C:3]=1[NH:24][C:25]([CH:27]1[CH2:32][CH2:31][CH2:30][CH2:29][CH2:28]1)=[O:26].[OH-].[Na+]. Product: [Cl:1][C:2]1[CH:7]=[CH:6][C:5]([CH:8]2[C:17]([CH3:18])([CH3:19])[CH2:16][C:15]3[C:10](=[CH:11][CH:12]=[C:13]([C:20]([OH:22])=[O:21])[CH:14]=3)[NH:9]2)=[CH:4][C:3]=1[NH:24][C:25]([CH:27]1[CH2:32][CH2:31][CH2:30][CH2:29][CH2:28]1)=[O:26]. The catalyst class is: 24. (3) Reactant: Br[C:2]1[N:7]=[N:6][C:5]([N:8]2[CH2:13][C@@H:12]3[CH2:14][C@H:9]2[CH2:10][N:11]3[C:15]([O:17][C:18]([CH3:21])([CH3:20])[CH3:19])=[O:16])=[CH:4][CH:3]=1.[C:22]1([C:28]#[CH:29])[CH:27]=[CH:26][CH:25]=[CH:24][CH:23]=1.C(N(C(C)C)CC)(C)C.[OH-].[Na+]. Product: [NH3:6].[C:18]([O:17][C:15]([N:11]1[CH2:10][C@@H:9]2[CH2:14][C@H:12]1[CH2:13][N:8]2[C:5]1[N:6]=[N:7][C:2]([C:29]#[C:28][C:22]2[CH:27]=[CH:26][CH:25]=[CH:24][CH:23]=2)=[CH:3][CH:4]=1)=[O:16])([CH3:21])([CH3:20])[CH3:19]. The catalyst class is: 321.